From a dataset of Reaction yield outcomes from USPTO patents with 853,638 reactions. Predict the reaction yield, written as a fraction of the theoretical maximum amount of product (1.0 means a 100% yield; for example, 0.34 means a 34% yield). (1) The reactants are C([O:3][C:4]([CH:6]1[CH2:11][CH2:10][N:9]([CH2:12][C:13]2[CH:18]=[CH:17][CH:16]=[CH:15][CH:14]=2)[CH2:8][CH:7]1[C:19]1[S:20][CH:21]=[CH:22][CH:23]=1)=[O:5])C. The catalyst is Cl. The product is [CH2:12]([N:9]1[CH2:10][CH2:11][CH:6]([C:4]([OH:5])=[O:3])[CH:7]([C:19]2[S:20][CH:21]=[CH:22][CH:23]=2)[CH2:8]1)[C:13]1[CH:14]=[CH:15][CH:16]=[CH:17][CH:18]=1. The yield is 0.980. (2) The reactants are [Cl-].O[NH3+:3].[C:4](=[O:7])([O-])[OH:5].[Na+].CS(C)=O.[C:13]([O:17][C:18]1[CH:23]=[CH:22][C:21]([N:24]2[C:29](=[O:30])[C:28]([CH2:31][C:32]3[CH:37]=[CH:36][C:35]([C:38]4[C:39]([C:44]#[N:45])=[CH:40][CH:41]=[CH:42][CH:43]=4)=[CH:34][CH:33]=3)=[C:27]([CH2:46][CH2:47][CH3:48])[N:26]=[C:25]2[O:49][CH3:50])=[CH:20][CH:19]=1)([CH3:16])([CH3:15])[CH3:14]. The catalyst is O. The product is [C:13]([O:17][C:18]1[CH:19]=[CH:20][C:21]([N:24]2[C:29](=[O:30])[C:28]([CH2:31][C:32]3[CH:37]=[CH:36][C:35]([C:38]4[CH:43]=[CH:42][CH:41]=[CH:40][C:39]=4[C:44]4[NH:3][C:4](=[O:7])[O:5][N:45]=4)=[CH:34][CH:33]=3)=[C:27]([CH2:46][CH2:47][CH3:48])[N:26]=[C:25]2[O:49][CH3:50])=[CH:22][CH:23]=1)([CH3:16])([CH3:15])[CH3:14]. The yield is 0.260. (3) The reactants are Br[C:2]1[CH:7]=[CH:6][C:5]([O:8][CH3:9])=[CH:4][C:3]=1[O:10][CH3:11].[CH:12]([C:15]1[CH:20]=[CH:19][C:18]([C:21](=[O:25])[CH:22]([CH3:24])[CH3:23])=[CH:17][CH:16]=1)([CH3:14])[CH3:13]. No catalyst specified. The product is [CH3:11][O:10][C:3]1[CH:4]=[C:5]([O:8][CH3:9])[CH:6]=[CH:7][C:2]=1[C:21]([C:18]1[CH:17]=[CH:16][C:15]([CH:12]([CH3:14])[CH3:13])=[CH:20][CH:19]=1)([OH:25])[CH:22]([CH3:24])[CH3:23]. The yield is 0.560. (4) The reactants are Cl[C:2]1[CH:3]=[CH:4][C:5]2[C:14]3[CH:13]=[C:12]4[CH2:15][CH2:16][CH2:17][C:18](=[O:19])[C:11]4=[CH:10][C:9]=3[O:8][CH2:7][C:6]=2[CH:20]=1.[CH:21]([B-](F)(F)F)=[CH2:22].[K+].COC1C=CC=C(OC)C=1C1C=CC=CC=1P(C1CCCCC1)C1CCCCC1.C([O-])([O-])=O.[K+].[K+]. The catalyst is CC([O-])=O.CC([O-])=O.[Pd+2].C(O)CC. The product is [CH:21]([C:2]1[CH:3]=[CH:4][C:5]2[C:14]3[CH:13]=[C:12]4[CH2:15][CH2:16][CH2:17][C:18](=[O:19])[C:11]4=[CH:10][C:9]=3[O:8][CH2:7][C:6]=2[CH:20]=1)=[CH2:22]. The yield is 0.870.